The task is: Predict the product of the given reaction.. This data is from Forward reaction prediction with 1.9M reactions from USPTO patents (1976-2016). (1) Given the reactants C1C=CC(P(C2C(C3C(P(C4C=CC=CC=4)C4C=CC=CC=4)=CC=C4C=3C=CC=C4)=C3C(C=CC=C3)=CC=2)C2C=CC=CC=2)=CC=1.[C:47](=[O:50])([O-])[O-:48].[Cs+].[Cs+].Br[C:54]1[CH:55]=[CH:56][C:57]([Cl:64])=[C:58]([C:60]([F:63])([F:62])[F:61])[CH:59]=1.[CH3:65][NH:66][C:67]([C:69]1[CH:74]=[C:73]([O:75][C:76]2[CH:86]=[CH:85][C:79]3[N:80]=[C:81]([NH2:84])[N:82]=[N:83][C:78]=3[CH:77]=2)[CH:72]=[CH:71][N:70]=1)=[O:68], predict the reaction product. The product is: [F:61][C:60]([F:63])([F:62])[C:47]([OH:48])=[O:50].[CH3:65][NH:66][C:67]([C:69]1[CH:74]=[C:73]([O:75][C:76]2[CH:86]=[CH:85][C:79]3[N:80]=[C:81]([NH:84][C:54]4[CH:55]=[CH:56][C:57]([Cl:64])=[C:58]([C:60]([F:63])([F:62])[F:61])[CH:59]=4)[N:82]=[N:83][C:78]=3[CH:77]=2)[CH:72]=[CH:71][N:70]=1)=[O:68]. (2) Given the reactants [CH3:1][O:2][C:3]1[CH:4]=[C:5]([CH:26]=[CH:27][C:28]=1[O:29][CH3:30])[O:6][CH2:7][C:8]1[N:12](C)[N:11]=[C:10]([C@@H:14]2[CH2:18][CH2:17][CH2:16][N:15]2C(OC(C)(C)C)=O)[CH:9]=1.COC1C=C(C=CC=1OC)OCC1NN=C([C@@H]2CCCN2C(OC(C)(C)C)=O)C=1, predict the reaction product. The product is: [CH3:1][O:2][C:3]1[CH:4]=[C:5]([CH:26]=[CH:27][C:28]=1[O:29][CH3:30])[O:6][CH2:7][C:8]1[NH:12][N:11]=[C:10]([C@@H:14]2[CH2:18][CH2:17][CH2:16][NH:15]2)[CH:9]=1. (3) The product is: [Cl:1][C:2]1[CH:6]=[C:5]([C:7]2[O:12][C:11](=[O:13])[C:10]3[CH:14]=[C:15]([C:28]#[N:29])[CH:16]=[C:17]([CH3:18])[C:9]=3[N:8]=2)[N:4]([C:20]2[C:25]([Cl:26])=[CH:24][CH:23]=[CH:22][N:21]=2)[N:3]=1. Given the reactants [Cl:1][C:2]1[CH:6]=[C:5]([C:7]2[O:12][C:11](=[O:13])[C:10]3[CH:14]=[C:15](I)[CH:16]=[C:17]([CH3:18])[C:9]=3[N:8]=2)[N:4]([C:20]2[C:25]([Cl:26])=[CH:24][CH:23]=[CH:22][N:21]=2)[N:3]=1.[Cu][C:28]#[N:29], predict the reaction product. (4) Given the reactants [NH2:1][C:2]1[CH:3]=[N:4][CH:5]=[C:6]([Cl:9])[C:7]=1[OH:8].[Br:10][C:11]1[CH:12]=[C:13]([S:18](Cl)(=[O:20])=[O:19])[CH:14]=[N:15][C:16]=1Cl.Cl.[NH:23]1[CH2:26][CH2:25][CH2:24]1.C(=O)([O-])[O-].[Na+].[Na+], predict the reaction product. The product is: [N:23]1([C:16]2[N:15]=[CH:14][C:13]([S:18]([NH:1][C:2]3[CH:3]=[N:4][CH:5]=[C:6]([Cl:9])[C:7]=3[OH:8])(=[O:20])=[O:19])=[CH:12][C:11]=2[Br:10])[CH2:26][CH2:25][CH2:24]1.